This data is from Forward reaction prediction with 1.9M reactions from USPTO patents (1976-2016). The task is: Predict the product of the given reaction. (1) Given the reactants [F:1][C:2]([F:24])([F:23])[C:3]1[CH:18]=[C:17]([C:19]([F:22])([F:21])[F:20])[CH:16]=[CH:15][C:4]=1[CH2:5][N:6]1[CH2:12][CH2:11][CH2:10][CH:9]([CH:13]=O)[CH2:8][CH2:7]1.[CH2:25]([NH:28][C:29]1[CH2:33][S:32][C:31](=[O:34])[N:30]=1)[C:26]#[CH:27].C([O-])(=O)C.[NH2+]1CCCCC1.C(=O)([O-])O.[Na+], predict the reaction product. The product is: [F:24][C:2]([F:1])([F:23])[C:3]1[CH:18]=[C:17]([C:19]([F:22])([F:21])[F:20])[CH:16]=[CH:15][C:4]=1[CH2:5][N:6]1[CH2:12][CH2:11][CH2:10][CH:9](/[CH:13]=[C:33]2/[C:29]([NH:28][CH2:25][C:26]#[CH:27])=[N:30][C:31](=[O:34])[S:32]/2)[CH2:8][CH2:7]1. (2) Given the reactants [N+:1]([C:4]1[CH:9]=[CH:8][C:7]([OH:10])=[CH:6][C:5]=1[C:11]([F:14])([F:13])[F:12])([O-:3])=[O:2].CS(O[CH2:20][CH2:21][CH2:22][N:23]1[CH2:28][CH2:27][N:26]([C:29]([O:31][C:32]([CH3:35])([CH3:34])[CH3:33])=[O:30])[CH2:25][CH2:24]1)(=O)=O.C(=O)([O-])[O-].[Cs+].[Cs+], predict the reaction product. The product is: [N+:1]([C:4]1[CH:9]=[CH:8][C:7]([O:10][CH2:20][CH2:21][CH2:22][N:23]2[CH2:28][CH2:27][N:26]([C:29]([O:31][C:32]([CH3:33])([CH3:35])[CH3:34])=[O:30])[CH2:25][CH2:24]2)=[CH:6][C:5]=1[C:11]([F:12])([F:13])[F:14])([O-:3])=[O:2]. (3) Given the reactants [CH2:1]([C:3]1[O:7][C:6]([CH2:8][CH2:9][NH2:10])=[N:5][N:4]=1)C.C1(C2OC(CCN)=NN=2)CCC1.C(C1OC(CCN)=NN=1)(C)(C)C, predict the reaction product. The product is: [CH3:1][C:3]1[O:7][C:6]([CH2:8][CH2:9][NH2:10])=[N:5][N:4]=1. (4) Given the reactants [F:1][C:2]([F:21])([F:20])[C:3]1[CH:8]=[CH:7][C:6]([C:9]2[N:10]=[C:11]([CH2:14][C:15](OCC)=[O:16])[O:12][CH:13]=2)=[CH:5][CH:4]=1.[BH4-].[Na+].O, predict the reaction product. The product is: [F:21][C:2]([F:1])([F:20])[C:3]1[CH:4]=[CH:5][C:6]([C:9]2[N:10]=[C:11]([CH2:14][CH2:15][OH:16])[O:12][CH:13]=2)=[CH:7][CH:8]=1. (5) Given the reactants [CH3:1][O:2][C:3]1[CH:10]=[CH:9][C:8]([N:11]2[C:15]([C:16]([F:19])([F:18])[F:17])=[N:14][N:13]=[N:12]2)=[CH:7][C:4]=1[CH:5]=[O:6].[CH2:20]1COCC1.C[Mg]Br.CCOCC.O, predict the reaction product. The product is: [CH3:1][O:2][C:3]1[CH:10]=[CH:9][C:8]([N:11]2[C:15]([C:16]([F:19])([F:17])[F:18])=[N:14][N:13]=[N:12]2)=[CH:7][C:4]=1[CH:5]([OH:6])[CH3:20]. (6) Given the reactants C[Si]([C:5]#[C:6][C:7]1[CH:33]=[CH:32][C:10]2[N:11]([CH2:14][C:15]3[CH:31]=[CH:30][C:18]4[N:19]=[C:20]([NH:22][C@@H:23]5[CH2:28][CH2:27][CH2:26][CH2:25][C@H:24]5[OH:29])[S:21][C:17]=4[CH:16]=3)[CH:12]=[N:13][C:9]=2[CH:8]=1)(C)C.C([O-])([O-])=O.[Na+].[Na+], predict the reaction product. The product is: [C:6]([C:7]1[CH:33]=[CH:32][C:10]2[N:11]([CH2:14][C:15]3[CH:31]=[CH:30][C:18]4[N:19]=[C:20]([NH:22][C@@H:23]5[CH2:28][CH2:27][CH2:26][CH2:25][C@H:24]5[OH:29])[S:21][C:17]=4[CH:16]=3)[CH:12]=[N:13][C:9]=2[CH:8]=1)#[CH:5]. (7) Given the reactants [Br:1]N1C(=O)CCC1=O.[C:9]([C:13]1[CH:18]=[C:17]([NH2:19])[CH:16]=[CH:15][N:14]=1)([CH3:12])([CH3:11])[CH3:10], predict the reaction product. The product is: [Br:1][C:16]1[CH:15]=[N:14][C:13]([C:9]([CH3:12])([CH3:10])[CH3:11])=[CH:18][C:17]=1[NH2:19]. (8) Given the reactants [CH3:1][C:2]1([CH3:11])[CH2:7][CH:6]([C:8](O)=[O:9])[CH2:5][CH2:4][O:3]1.C(Cl)(=O)C([Cl:15])=O, predict the reaction product. The product is: [CH3:1][C:2]1([CH3:11])[CH2:7][CH:6]([C:8]([Cl:15])=[O:9])[CH2:5][CH2:4][O:3]1.